Dataset: Catalyst prediction with 721,799 reactions and 888 catalyst types from USPTO. Task: Predict which catalyst facilitates the given reaction. (1) Reactant: [H-].[Na+].[CH2:3]([C:6]#[N:7])[C:4]#[N:5].[CH3:8][C:9]1[S:10][C:11](S(C)(=O)=O)=[N:12][N:13]=1. Product: [CH3:8][C:9]1[S:10][C:11]([CH:3]([C:6]#[N:7])[C:4]#[N:5])=[N:12][N:13]=1. The catalyst class is: 1. (2) Reactant: [Br:1][C:2]1[CH:3]=[C:4]([CH2:8][C:9]([O:11][CH3:12])=[O:10])[CH:5]=[N:6][CH:7]=1.[H-].[Na+].Br[CH2:16][CH2:17]Br.CCOC(C)=O. Product: [Br:1][C:2]1[CH:3]=[C:4]([C:8]2([C:9]([O:11][CH3:12])=[O:10])[CH2:17][CH2:16]2)[CH:5]=[N:6][CH:7]=1. The catalyst class is: 3. (3) The catalyst class is: 65. Product: [CH:1]1([NH:4][C:5]2[CH:13]=[CH:12][C:8]([C:9]([O:11][CH3:18])=[O:10])=[CH:7][C:6]=2[S:14](=[O:17])(=[O:16])[NH2:15])[CH2:2][CH2:3]1. Reactant: [CH:1]1([NH:4][C:5]2[CH:13]=[CH:12][C:8]([C:9]([OH:11])=[O:10])=[CH:7][C:6]=2[S:14](=[O:17])(=[O:16])[NH2:15])[CH2:3][CH2:2]1.[CH3:18]O. (4) Reactant: [CH2:1]([O:8][C:9]1[CH:10]=[C:11]([CH:31]=[CH:32][CH:33]=1)[CH2:12][O:13][C:14]1[C:19]2[CH:20]=[C:21]([C:23](=O)[CH2:24]Br)[O:22][C:18]=2[CH:17]=[C:16]([O:27][CH:28]([F:30])[F:29])[CH:15]=1)[C:2]1[CH:7]=[CH:6][CH:5]=[CH:4][CH:3]=1.[Br:34][C:35]1[S:39][C:38]([NH2:40])=[N:37][N:36]=1. Product: [CH2:1]([O:8][C:9]1[CH:10]=[C:11]([CH:31]=[CH:32][CH:33]=1)[CH2:12][O:13][C:14]1[C:19]2[CH:20]=[C:21]([C:23]3[N:40]=[C:38]4[N:37]([CH:24]=3)[N:36]=[C:35]([Br:34])[S:39]4)[O:22][C:18]=2[CH:17]=[C:16]([O:27][CH:28]([F:30])[F:29])[CH:15]=1)[C:2]1[CH:7]=[CH:6][CH:5]=[CH:4][CH:3]=1. The catalyst class is: 41. (5) Reactant: [F:1][C:2]1[CH:21]=[CH:20][C:5]2[C:6]([C:9]3[CH:14]=[CH:13][C:12]([O:15][CH2:16][C@H:17]4[CH2:19][O:18]4)=[CH:11][CH:10]=3)=[N:7][O:8][C:4]=2[CH:3]=1.[C:22]([C:24]1([C:30]2[CH:35]=[CH:34][CH:33]=[CH:32][CH:31]=2)[CH2:29][CH2:28][NH:27][CH2:26][CH2:25]1)#[N:23]. Product: [F:1][C:2]1[CH:21]=[CH:20][C:5]2[C:6]([C:9]3[CH:10]=[CH:11][C:12]([O:15][CH2:16][C@H:17]([OH:18])[CH2:19][N:27]4[CH2:26][CH2:25][C:24]([C:30]5[CH:35]=[CH:34][CH:33]=[CH:32][CH:31]=5)([C:22]#[N:23])[CH2:29][CH2:28]4)=[CH:13][CH:14]=3)=[N:7][O:8][C:4]=2[CH:3]=1. The catalyst class is: 737.